From a dataset of Experimentally validated miRNA-target interactions with 360,000+ pairs, plus equal number of negative samples. Binary Classification. Given a miRNA mature sequence and a target amino acid sequence, predict their likelihood of interaction. (1) The miRNA is mmu-miR-1199-5p with sequence UCUGAGUCCCGGUCGCGCGG. The protein sequence of the target gene is MARQDRLRELLGPLHPYKSDDEEEDCAQEEEGEQEEEFVDAEELCSGGIKAGSLPGRARVSIPDEYTKEKCTVYGRFPLKGPWWRVKVQVLKPQRSRSYQVQGFPAYFLQVDMSPPDQKQICSLFLKECNLASERIQEFLKWVEKVSSFENLHFENLWETLRLFYRETEKKDKKLSTPREQQGEEMRVEKSFAFISAMVALQFPKVMEFLPSLFPRHFKRLISSSSDWVLGCIEDVLGTQPWKLGFRRITYREMKLVRCEASWTAFSQCPSLLQLMTPLQKNALVIYSKLRQTCREDGHT.... Result: 1 (interaction). (2) The miRNA is hsa-miR-624-5p with sequence UAGUACCAGUACCUUGUGUUCA. The protein sequence of the target gene is MWLKPEEVLLKNALKLWLMERSNEYFVLQRRRGYGEEGGGGLTGLLVGTLDSVLDSTAKVAPFRILHQTPDSQVYLSIACGANREEITKHWDWLEQNIMKTLSVFDSNEDITNFVQGKIRGLIAEEGKQSFAKEDDPEKFREALLKFEKSFGLPEQEKLVTYYSCSYWRGRVPCQGWLYLSTNFLSFYSFLLGSEIKLIISWDAISKLEKTSTVILTESIHVCSQGENHYFSMFLHINETYLLMEQLANYAIKRLFDKETFDNDPVLDDPLQITKRGLEYRAHSEQFKAFFRLPKEETLK.... Result: 0 (no interaction).